From a dataset of Reaction yield outcomes from USPTO patents with 853,638 reactions. Predict the reaction yield, written as a fraction of the theoretical maximum amount of product (1.0 means a 100% yield; for example, 0.34 means a 34% yield). The reactants are N1C=CN=C1.[CH3:6][C:7]([C:9]1[CH:10]=[CH:11][CH:12]=[C:13]([OH:15])[CH:14]=1)=[O:8].[CH3:16][C:17]([Si:20](Cl)([CH3:22])[CH3:21])([CH3:19])[CH3:18].CCCCCC. The catalyst is CN(C=O)C. The product is [Si:20]([O:15][C:13]1[CH:14]=[C:9]([C:7](=[O:8])[CH3:6])[CH:10]=[CH:11][CH:12]=1)([C:17]([CH3:19])([CH3:18])[CH3:16])([CH3:22])[CH3:21]. The yield is 0.690.